From a dataset of Full USPTO retrosynthesis dataset with 1.9M reactions from patents (1976-2016). Predict the reactants needed to synthesize the given product. (1) Given the product [OH:1][CH:2]1[CH2:9][CH2:8][C:5]2([CH2:6][CH2:7]2)[CH2:4][CH:3]1[C:10]#[N:11], predict the reactants needed to synthesize it. The reactants are: [O:1]=[C:2]1[CH2:9][CH2:8][C:5]2([CH2:7][CH2:6]2)[CH2:4][CH:3]1[C:10]#[N:11].[BH4-].[Li+]. (2) Given the product [CH3:1][O:2][CH2:3][CH2:4][N:5]1[CH2:10][CH2:9][N:8]([C:11]2[CH:16]=[CH:15][C:14]([NH2:17])=[CH:13][CH:12]=2)[CH2:7][CH2:6]1, predict the reactants needed to synthesize it. The reactants are: [CH3:1][O:2][CH2:3][CH2:4][N:5]1[CH2:10][CH2:9][N:8]([C:11]2[CH:16]=[CH:15][C:14]([N+:17]([O-])=O)=[CH:13][CH:12]=2)[CH2:7][CH2:6]1.[H][H].